From a dataset of Catalyst prediction with 721,799 reactions and 888 catalyst types from USPTO. Predict which catalyst facilitates the given reaction. (1) Reactant: [CH3:1][S:2]([C:5]1[CH:6]=[CH:7][C:8]([O:11][C:12]2[CH:13]=[C:14]3[C:18](=[C:19]([O:21][CH:22]4[CH2:27][CH2:26][O:25][CH2:24][CH2:23]4)[CH:20]=2)[NH:17][C:16]([C:28]([OH:30])=O)=[CH:15]3)=[N:9][CH:10]=1)(=[O:4])=[O:3].Cl.C[N:33](C)CCCN=C=NCC.ON1C2C=CC=CC=2N=N1.N. Product: [CH3:1][S:2]([C:5]1[CH:6]=[CH:7][C:8]([O:11][C:12]2[CH:13]=[C:14]3[C:18](=[C:19]([O:21][CH:22]4[CH2:27][CH2:26][O:25][CH2:24][CH2:23]4)[CH:20]=2)[NH:17][C:16]([C:28]([NH2:33])=[O:30])=[CH:15]3)=[N:9][CH:10]=1)(=[O:3])=[O:4]. The catalyst class is: 9. (2) Reactant: C[O:2][C:3]1[C:4]([CH2:18][CH2:19][CH:20]([CH3:22])[CH3:21])([C:14]([O:16][CH3:17])=[O:15])[C:5]2[C:10]([C:11](=[O:13])[CH:12]=1)=[CH:9][CH:8]=[CH:7][CH:6]=2.I[Si](C)(C)C. Product: [CH3:21][CH:20]([CH3:22])[CH2:19][CH2:18][C:4]1([C:14]([O:16][CH3:17])=[O:15])[C:5]2[C:10](=[CH:9][CH:8]=[CH:7][CH:6]=2)[C:11](=[O:13])[CH2:12][C:3]1=[O:2]. The catalyst class is: 10. (3) Reactant: [NH2:1][C:2]1[CH:3]=[C:4]([CH:30]=[CH:31][CH:32]=1)[CH2:5][NH:6][C:7]1[CH:12]=[C:11]([NH:13][C:14]2[CH:19]=[CH:18][C:17]([N:20]3[CH2:25][CH2:24][O:23][CH2:22][CH2:21]3)=[CH:16][CH:15]=2)[N:10]=[CH:9][C:8]=1[CH2:26][C:27]([NH2:29])=[O:28].[C:33](OC(=O)C)(=[O:35])[CH3:34].O. The catalyst class is: 17. Product: [C:33]([NH:1][C:2]1[CH:3]=[C:4]([CH:30]=[CH:31][CH:32]=1)[CH2:5][NH:6][C:7]1[CH:12]=[C:11]([NH:13][C:14]2[CH:15]=[CH:16][C:17]([N:20]3[CH2:25][CH2:24][O:23][CH2:22][CH2:21]3)=[CH:18][CH:19]=2)[N:10]=[CH:9][C:8]=1[CH2:26][C:27]([NH2:29])=[O:28])(=[O:35])[CH3:34]. (4) Reactant: [C:1]([C:3]1[C@H:8]([C:9]2[CH:14]=[CH:13][C:12]([C:15]#[N:16])=[CH:11][C:10]=2[S:17]([CH3:20])(=[O:19])=[O:18])[N:7]([CH2:21][C:22]([O:24]C(C)(C)C)=[O:23])[C:6](=[O:29])[N:5]([C:30]2[CH:35]=[CH:34][CH:33]=[C:32]([C:36]([F:39])([F:38])[F:37])[CH:31]=2)[C:4]=1[CH3:40])#[N:2].FC(F)(F)C(O)=O. Product: [C:1]([C:3]1[C@@H:8]([C:9]2[CH:14]=[CH:13][C:12]([C:15]#[N:16])=[CH:11][C:10]=2[S:17]([CH3:20])(=[O:19])=[O:18])[N:7]([CH2:21][C:22]([OH:24])=[O:23])[C:6](=[O:29])[N:5]([C:30]2[CH:35]=[CH:34][CH:33]=[C:32]([C:36]([F:37])([F:39])[F:38])[CH:31]=2)[C:4]=1[CH3:40])#[N:2]. The catalyst class is: 4. (5) Reactant: [CH3:1][NH:2][C:3]([C:5]1[S:6][C:7]2[CH:13]=[CH:12][CH:11]=[CH:10][C:8]=2[CH:9]=1)=O.[H-].[H-].[H-].[H-].[Li+].[Al+3]. Product: [CH3:1][NH:2][CH2:3][C:5]1[S:6][C:7]2[CH:13]=[CH:12][CH:11]=[CH:10][C:8]=2[CH:9]=1. The catalyst class is: 1. (6) Reactant: [Cl:1][C:2]1[CH:7]=[CH:6][C:5]([C:8]([F:18])([F:17])[CH2:9][N:10]2[CH2:15][CH2:14][CH:13]([NH2:16])[CH2:12][CH2:11]2)=[CH:4][CH:3]=1.Cl[C:20]1[C:21]2[CH:28]=[CH:27][NH:26][C:22]=2[N:23]=[CH:24][N:25]=1.CCN(C(C)C)C(C)C. Product: [Cl:1][C:2]1[CH:3]=[CH:4][C:5]([C:8]([F:18])([F:17])[CH2:9][N:10]2[CH2:11][CH2:12][CH:13]([NH:16][C:20]3[C:21]4[CH:28]=[CH:27][NH:26][C:22]=4[N:23]=[CH:24][N:25]=3)[CH2:14][CH2:15]2)=[CH:6][CH:7]=1. The catalyst class is: 32.